Dataset: NCI-60 drug combinations with 297,098 pairs across 59 cell lines. Task: Regression. Given two drug SMILES strings and cell line genomic features, predict the synergy score measuring deviation from expected non-interaction effect. (1) Drug 1: CC1=CC2C(CCC3(C2CCC3(C(=O)C)OC(=O)C)C)C4(C1=CC(=O)CC4)C. Drug 2: C1CN(CCN1C(=O)CCBr)C(=O)CCBr. Cell line: MCF7. Synergy scores: CSS=7.21, Synergy_ZIP=-1.37, Synergy_Bliss=1.05, Synergy_Loewe=-21.2, Synergy_HSA=-10.9. (2) Drug 1: C1CN1P(=S)(N2CC2)N3CC3. Drug 2: CCC1(CC2CC(C3=C(CCN(C2)C1)C4=CC=CC=C4N3)(C5=C(C=C6C(=C5)C78CCN9C7C(C=CC9)(C(C(C8N6C=O)(C(=O)OC)O)OC(=O)C)CC)OC)C(=O)OC)O.OS(=O)(=O)O. Cell line: CAKI-1. Synergy scores: CSS=8.06, Synergy_ZIP=-8.52, Synergy_Bliss=-1.85, Synergy_Loewe=-1.53, Synergy_HSA=-0.728. (3) Drug 1: CC1=CC=C(C=C1)C2=CC(=NN2C3=CC=C(C=C3)S(=O)(=O)N)C(F)(F)F. Drug 2: CC1=C(C(=CC=C1)Cl)NC(=O)C2=CN=C(S2)NC3=CC(=NC(=N3)C)N4CCN(CC4)CCO. Cell line: HOP-92. Synergy scores: CSS=1.57, Synergy_ZIP=1.19, Synergy_Bliss=4.58, Synergy_Loewe=1.74, Synergy_HSA=0.858. (4) Drug 1: COC1=C(C=C2C(=C1)N=CN=C2NC3=CC(=C(C=C3)F)Cl)OCCCN4CCOCC4. Drug 2: C1C(C(OC1N2C=NC(=NC2=O)N)CO)O. Cell line: RPMI-8226. Synergy scores: CSS=55.1, Synergy_ZIP=2.05, Synergy_Bliss=6.15, Synergy_Loewe=-3.43, Synergy_HSA=9.03.